Dataset: Experimentally validated miRNA-target interactions with 360,000+ pairs, plus equal number of negative samples. Task: Binary Classification. Given a miRNA mature sequence and a target amino acid sequence, predict their likelihood of interaction. (1) The miRNA is hsa-miR-6766-3p with sequence UGAUUGUCUUCCCCCACCCUCA. The protein sequence of the target gene is MERTEESAPGPGGADAASERRGLRCLLLPGFLEELRALLVLAGPAFLAQLMMFLISFISSVFCGHLGKLELDAVTLAIAVINVTGISVGHGLSSACDTLISQTYGSQNLKHVGVILQRGTLILLLCCFPCWALFINTEQILLLFRQDPDVSRLTQTYVMIFIPALPAAFLYTLQVKYLLNQGIVLPQIMTGIAANLVNALANYVFLYHLHLGVMGSALANTISQFALAIFLFLYILWRRLHQATWGGWSWECLQDWASFLRLAIPSMLMLCIEWWAYEVGSFLSGILGMVELGAQSITYE.... Result: 0 (no interaction). (2) The miRNA is hsa-miR-6081 with sequence AGGAGCAGUGCCGGCCAAGGCGCC. The protein sequence of the target gene is MGDLPGLVRLSIALRIQPNDGPVFFKVDGQRFGQNRTIKLLTGSSYKVEVKIKPTTLQVENISIGGVLVPLELKGKEPDGERVVYTGIYDTEGVAPTKSGERQPIQITMPFTDIGTFETVWQVKFYNYHKRDHCQWGSPFSVIEYECKPNETRSLMWVNKESFL. Result: 0 (no interaction).